Predict which catalyst facilitates the given reaction. From a dataset of Catalyst prediction with 721,799 reactions and 888 catalyst types from USPTO. Reactant: [F:1][C:2]([F:32])([F:31])[C:3]1[CH:8]=[C:7]([NH:9][S:10]([C:13]2[CH:18]=[CH:17][CH:16]=[CH:15][CH:14]=2)(=[O:12])=[O:11])[CH:6]=[CH:5][C:4]=1[NH:19][C:20]([CH2:22][C:23]1[CH:30]=[CH:29][C:26]([C:27]#[N:28])=[CH:25][CH:24]=1)=[O:21].Cl.C(=O)([O-])[O-].[NH4+:38].[NH4+]. Product: [F:32][C:2]([F:31])([F:1])[C:3]1[CH:8]=[C:7]([NH:9][S:10]([C:13]2[CH:14]=[CH:15][CH:16]=[CH:17][CH:18]=2)(=[O:12])=[O:11])[CH:6]=[CH:5][C:4]=1[NH:19][C:20]([CH2:22][C:23]1[CH:24]=[CH:25][C:26]([C:27]([NH2:38])=[NH:28])=[CH:29][CH:30]=1)=[O:21]. The catalyst class is: 8.